This data is from NCI-60 drug combinations with 297,098 pairs across 59 cell lines. The task is: Regression. Given two drug SMILES strings and cell line genomic features, predict the synergy score measuring deviation from expected non-interaction effect. (1) Drug 2: C1=NNC2=C1C(=O)NC=N2. Synergy scores: CSS=1.20, Synergy_ZIP=-1.21, Synergy_Bliss=-3.43, Synergy_Loewe=-2.34, Synergy_HSA=-3.66. Cell line: SK-MEL-5. Drug 1: C(=O)(N)NO. (2) Drug 2: C1CN(CCN1C(=O)CCBr)C(=O)CCBr. Drug 1: C1CCN(CC1)CCOC2=CC=C(C=C2)C(=O)C3=C(SC4=C3C=CC(=C4)O)C5=CC=C(C=C5)O. Synergy scores: CSS=10.9, Synergy_ZIP=-2.30, Synergy_Bliss=1.43, Synergy_Loewe=-0.985, Synergy_HSA=-0.601. Cell line: OVCAR-5. (3) Drug 1: CCCCCOC(=O)NC1=NC(=O)N(C=C1F)C2C(C(C(O2)C)O)O. Drug 2: CC(C)(C#N)C1=CC(=CC(=C1)CN2C=NC=N2)C(C)(C)C#N. Cell line: COLO 205. Synergy scores: CSS=-11.5, Synergy_ZIP=4.72, Synergy_Bliss=-3.63, Synergy_Loewe=-13.5, Synergy_HSA=-11.5. (4) Drug 1: C1=NC2=C(N=C(N=C2N1C3C(C(C(O3)CO)O)O)F)N. Drug 2: C1C(C(OC1N2C=NC3=C2NC=NCC3O)CO)O. Cell line: T-47D. Synergy scores: CSS=4.35, Synergy_ZIP=-2.80, Synergy_Bliss=-2.40, Synergy_Loewe=3.78, Synergy_HSA=-1.45. (5) Drug 1: C1CN1P(=S)(N2CC2)N3CC3. Drug 2: CC1=C(C(=CC=C1)Cl)NC(=O)C2=CN=C(S2)NC3=CC(=NC(=N3)C)N4CCN(CC4)CCO. Cell line: NCI-H522. Synergy scores: CSS=18.2, Synergy_ZIP=-4.59, Synergy_Bliss=2.25, Synergy_Loewe=-10.2, Synergy_HSA=3.45. (6) Drug 1: CS(=O)(=O)CCNCC1=CC=C(O1)C2=CC3=C(C=C2)N=CN=C3NC4=CC(=C(C=C4)OCC5=CC(=CC=C5)F)Cl. Drug 2: CC1=C(N=C(N=C1N)C(CC(=O)N)NCC(C(=O)N)N)C(=O)NC(C(C2=CN=CN2)OC3C(C(C(C(O3)CO)O)O)OC4C(C(C(C(O4)CO)O)OC(=O)N)O)C(=O)NC(C)C(C(C)C(=O)NC(C(C)O)C(=O)NCCC5=NC(=CS5)C6=NC(=CS6)C(=O)NCCC[S+](C)C)O. Cell line: EKVX. Synergy scores: CSS=11.8, Synergy_ZIP=-0.376, Synergy_Bliss=5.80, Synergy_Loewe=2.82, Synergy_HSA=3.53. (7) Drug 2: C1CN(P(=O)(OC1)NCCCl)CCCl. Synergy scores: CSS=15.7, Synergy_ZIP=-5.45, Synergy_Bliss=-4.03, Synergy_Loewe=-17.7, Synergy_HSA=-0.749. Cell line: HCT-15. Drug 1: C1=NC2=C(N=C(N=C2N1C3C(C(C(O3)CO)O)F)Cl)N.